The task is: Predict the reaction yield, written as a fraction of the theoretical maximum amount of product (1.0 means a 100% yield; for example, 0.34 means a 34% yield).. This data is from Reaction yield outcomes from USPTO patents with 853,638 reactions. (1) The catalyst is C(Cl)Cl. The reactants are Cl[C:2]1[CH:3]=[C:4]([C@@H:12](CC2CCCC2)[C:13](NC2C=CN(CCC(O)=O)N=2)=[O:14])C=CC=1S(C)(=O)=O.C(N(CC)CC)C.[C:39]1([CH3:49])[CH:44]=[CH:43][C:42]([S:45](Cl)(=[O:47])=[O:46])=[CH:41][CH:40]=1.[OH2:50]. The yield is 0.720. The product is [O:14]1[CH2:13][CH2:12][CH2:4][C@@H:3]1[CH2:2][O:46][S:45]([C:42]1[CH:43]=[CH:44][C:39]([CH3:49])=[CH:40][CH:41]=1)(=[O:50])=[O:47]. (2) The reactants are [Cl:1][C:2]1[CH:7]=[C:6]([Cl:8])[CH:5]=[CH:4][C:3]=1[C@H:9]([N:11]1[C:15]2[CH:16]=[C:17]([N:20]3[CH2:25][CH2:24][NH:23][C@H:22]([CH3:26])[CH2:21]3)[CH:18]=[CH:19][C:14]=2[N:13]=[N:12]1)[CH3:10].C(OC([N:34]1[CH2:38][CH2:37][CH2:36][C@@H:35]1[C:39](O)=[O:40])=O)(C)(C)C.CN(C(ON1N=NC2C=CC=NC1=2)=[N+](C)C)C.F[P-](F)(F)(F)(F)F.CCN(C(C)C)C(C)C. The catalyst is CN(C=O)C.C(OCC)C. The product is [Cl:1][C:2]1[CH:7]=[C:6]([Cl:8])[CH:5]=[CH:4][C:3]=1[C@H:9]([N:11]1[C:15]2[CH:16]=[C:17]([N:20]3[CH2:25][CH2:24][N:23]([C:39]([C@H:35]4[CH2:36][CH2:37][CH2:38][NH:34]4)=[O:40])[C@H:22]([CH3:26])[CH2:21]3)[CH:18]=[CH:19][C:14]=2[N:13]=[N:12]1)[CH3:10]. The yield is 0.670. (3) The catalyst is C(O)C. The reactants are [OH:1][C:2]1[CH:3]=[C:4]([CH2:8][C:9]([OH:11])=[O:10])[CH:5]=[CH:6][CH:7]=1.[OH-].[K+].[CH3:14][O:15][C:16](=[O:25])[C:17]1[CH:22]=[CH:21][CH:20]=[CH:19][C:18]=1[CH2:23]Br. The yield is 0.140. The product is [CH3:14][O:15][C:16]([C:17]1[CH:22]=[CH:21][CH:20]=[CH:19][C:18]=1[CH2:23][O:1][C:2]1[CH:3]=[C:4]([CH2:8][C:9]([OH:11])=[O:10])[CH:5]=[CH:6][CH:7]=1)=[O:25]. (4) The reactants are CI.[C:3]([O-:6])([O-])=O.[K+].[K+].[Br:9][C:10]1[CH:15]=[C:14]([F:16])[C:13](O)=[C:12]([F:18])[CH:11]=1.C(OCC)(=O)C. The yield is 0.670. The product is [Br:9][C:10]1[CH:15]=[C:14]([F:16])[C:13]([O:6][CH3:3])=[C:12]([F:18])[CH:11]=1. The catalyst is CN(C=O)C. (5) The reactants are C(=O)([O-])[O-].[Cs+].[Cs+].Cl.[NH2:8][C@@H:9]([CH3:22])[C@@H:10]([C:12]1[CH:13]=[CH:14][C:15]2[CH2:20][O:19][CH2:18][O:17][C:16]=2[CH:21]=1)[OH:11].CN(C)CC(O)=O.I[C:31]1[CH:32]=[C:33]2[C:37](=[CH:38][CH:39]=1)[N:36]([C:40]1[CH:41]=[C:42]([CH:50]=[CH:51][CH:52]=1)[C:43]([O:45][CH2:46][CH:47]([CH3:49])[CH3:48])=[O:44])[N:35]=[CH:34]2. The catalyst is C(#N)CCC.[Cu]I. The product is [NH2:8][C@@H:9]([CH3:22])[C@@H:10]([C:12]1[CH:13]=[CH:14][C:15]2[CH2:20][O:19][CH2:18][O:17][C:16]=2[CH:21]=1)[O:11][C:31]1[CH:32]=[C:33]2[C:37](=[CH:38][CH:39]=1)[N:36]([C:40]1[CH:41]=[C:42]([CH:50]=[CH:51][CH:52]=1)[C:43]([O:45][CH2:46][CH:47]([CH3:48])[CH3:49])=[O:44])[N:35]=[CH:34]2. The yield is 0.340.